This data is from Reaction yield outcomes from USPTO patents with 853,638 reactions. The task is: Predict the reaction yield, written as a fraction of the theoretical maximum amount of product (1.0 means a 100% yield; for example, 0.34 means a 34% yield). The reactants are [CH3:1][O:2][C:3]1[CH:4]=[C:5]([CH2:11][C:12]([C:14]2[CH:19]=[CH:18][CH:17]=[CH:16][CH:15]=2)=O)[CH:6]=[CH:7][C:8]=1[O:9][CH3:10].[CH2:20]([O:22][C:23]1[CH:24]=[C:25]([CH:28]=[C:29]([N+:32]([O-:34])=[O:33])[C:30]=1[OH:31])[CH:26]=O)[CH3:21].[NH2:35][C:36]([NH2:38])=[O:37].Cl. The catalyst is C(O)C. The product is [CH3:1][O:2][C:3]1[CH:4]=[C:5]([C:11]2[CH:26]([C:25]3[CH:28]=[C:29]([N+:32]([O-:34])=[O:33])[C:30]([OH:31])=[C:23]([O:22][CH2:20][CH3:21])[CH:24]=3)[NH:35][C:36](=[O:37])[NH:38][C:12]=2[C:14]2[CH:19]=[CH:18][CH:17]=[CH:16][CH:15]=2)[CH:6]=[CH:7][C:8]=1[O:9][CH3:10]. The yield is 0.0980.